From a dataset of Forward reaction prediction with 1.9M reactions from USPTO patents (1976-2016). Predict the product of the given reaction. (1) Given the reactants Br[CH2:2][C:3]([NH:5][C@:6]12[CH2:41][CH2:40][C@@H:39]([C:42]([CH3:44])=[CH2:43])[C@@H:7]1[C@@H:8]1[C@@:21]([CH3:24])([CH2:22][CH2:23]2)[C@@:20]2([CH3:25])[C@@H:11]([C@:12]3([CH3:38])[C@@H:17]([CH2:18][CH2:19]2)[C:16]([CH3:27])([CH3:26])[C:15]([C:28]2[CH:37]=[CH:36][C:31]([C:32]([O:34][CH3:35])=[O:33])=[CH:30][CH:29]=2)=[CH:14][CH2:13]3)[CH2:10][CH2:9]1)=[O:4].C(N(CC)C(C)C)(C)C.Br.[C@H:55]12[CH2:61][C@H:58]([NH:59][CH2:60]1)[CH2:57][S:56]2(=[O:63])=[O:62], predict the reaction product. The product is: [O:62]=[S:56]1(=[O:63])[CH2:57][C@@H:58]2[CH2:61][C@H:55]1[CH2:60][N:59]2[CH2:2][C:3]([NH:5][C@:6]12[CH2:41][CH2:40][C@@H:39]([C:42]([CH3:44])=[CH2:43])[C@@H:7]1[C@@H:8]1[C@@:21]([CH3:24])([CH2:22][CH2:23]2)[C@@:20]2([CH3:25])[C@@H:11]([C@:12]3([CH3:38])[C@@H:17]([CH2:18][CH2:19]2)[C:16]([CH3:27])([CH3:26])[C:15]([C:28]2[CH:37]=[CH:36][C:31]([C:32]([O:34][CH3:35])=[O:33])=[CH:30][CH:29]=2)=[CH:14][CH2:13]3)[CH2:10][CH2:9]1)=[O:4]. (2) Given the reactants CN(C)C([N:5]1[C:9]2=[N:10][CH:11]=[C:12]([Br:14])[CH:13]=[C:8]2[C:7]([C:15]2[O:19][CH:18]=[N:17][CH:16]=2)=[CH:6]1)=O.[OH-].[Na+], predict the reaction product. The product is: [Br:14][C:12]1[CH:13]=[C:8]2[C:7]([C:15]3[O:19][CH:18]=[N:17][CH:16]=3)=[CH:6][NH:5][C:9]2=[N:10][CH:11]=1. (3) The product is: [O:17]=[C:6]1[NH:7][C:8]2[CH:13]=[CH:12][CH:11]=[C:10]([C:14]([O:16][CH3:21])=[O:15])[C:9]=2[N:5]1[CH2:4][CH:3]=[O:2]. Given the reactants C[O:2][CH:3](OC)[CH2:4][N:5]1[C:9]2[C:10]([C:14]([O-:16])=[O:15])=[CH:11][CH:12]=[CH:13][C:8]=2[NH:7][C:6]1=[O:17].O.[C:21](O)(C(F)(F)F)=O, predict the reaction product.